This data is from Forward reaction prediction with 1.9M reactions from USPTO patents (1976-2016). The task is: Predict the product of the given reaction. (1) Given the reactants [CH:1]([O:4][C:5]1[CH:10]=[CH:9][C:8](B(O)O)=[CH:7][CH:6]=1)([CH3:3])[CH3:2].Br[C:15]1[C:20](=[O:21])[N:19]([CH2:22][C:23]2[CH:28]=[CH:27][C:26]([C:29]3[C:30]([C:35]#[N:36])=[CH:31][CH:32]=[CH:33][CH:34]=3)=[CH:25][CH:24]=2)[C:18]([CH2:37][CH2:38][CH2:39][CH3:40])=[N:17][C:16]=1[CH3:41], predict the reaction product. The product is: [CH2:37]([C:18]1[N:19]([CH2:22][C:23]2[CH:24]=[CH:25][C:26]([C:29]3[C:30]([C:35]#[N:36])=[CH:31][CH:32]=[CH:33][CH:34]=3)=[CH:27][CH:28]=2)[C:20](=[O:21])[C:15]([C:8]2[CH:9]=[CH:10][C:5]([O:4][CH:1]([CH3:3])[CH3:2])=[CH:6][CH:7]=2)=[C:16]([CH3:41])[N:17]=1)[CH2:38][CH2:39][CH3:40]. (2) Given the reactants C1(N2CCC(OC3C=C[C:15]([N:18]4[CH:22]=[C:21]([C:23](OCC)=O)N=N4)=CC=3)CC2)CCC1.[CH:28]1([N:32]2[CH2:37][CH2:36][CH:35]([O:38][C:39]3[CH:44]=[CH:43][C:42]([N:45]4[CH:49]=[N:48][C:47]([C:50]([O-:52])=O)=[N:46]4)=[CH:41][CH:40]=3)[CH2:34][CH2:33]2)[CH2:31][CH2:30][CH2:29]1, predict the reaction product. The product is: [CH:28]1([N:32]2[CH2:37][CH2:36][CH:35]([O:38][C:39]3[CH:44]=[CH:43][C:42]([N:45]4[CH:49]=[N:48][C:47]([C:50]([N:18]5[CH2:15][CH2:23][CH2:21][CH2:22]5)=[O:52])=[N:46]4)=[CH:41][CH:40]=3)[CH2:34][CH2:33]2)[CH2:29][CH2:30][CH2:31]1. (3) Given the reactants [NH2:1][CH2:2][C:3]1[C:4]([Cl:14])=[C:5]([CH:10]=[CH:11][C:12]=1[F:13])[C:6]([O:8][CH3:9])=[O:7].CCN(C(C)C)C(C)C.[C:24](Cl)(=[O:29])[C:25]([CH3:28])([CH3:27])[CH3:26], predict the reaction product. The product is: [Cl:14][C:4]1[C:3]([CH2:2][NH:1][C:24](=[O:29])[C:25]([CH3:28])([CH3:27])[CH3:26])=[C:12]([F:13])[CH:11]=[CH:10][C:5]=1[C:6]([O:8][CH3:9])=[O:7]. (4) Given the reactants [CH:1]([C:3]1[O:7][C:6]([C:8]([OH:10])=[O:9])=[CH:5][CH:4]=1)=[O:2].[CH2:11](O)[CH3:12].S(=O)(=O)(O)O, predict the reaction product. The product is: [CH:1]([C:3]1[O:7][C:6]([C:8]([O:10][CH2:11][CH3:12])=[O:9])=[CH:5][CH:4]=1)=[O:2]. (5) Given the reactants FC(F)(F)S(O[C:7]1[C:8]([C:14]2[NH:15][C:16]3[C:21]([CH:22]=2)=[C:20]([F:23])[CH:19]=[CH:18][CH:17]=3)=[N:9][C:10]([Cl:13])=[CH:11][CH:12]=1)(=O)=O.[CH2:26]([Sn](CCCC)(CCCC)C=C)[CH2:27]CC.[Li+].[Cl-], predict the reaction product. The product is: [Cl:13][C:10]1[N:9]=[C:8]([C:14]2[NH:15][C:16]3[C:21]([CH:22]=2)=[C:20]([F:23])[CH:19]=[CH:18][CH:17]=3)[C:7]([CH:26]=[CH2:27])=[CH:12][CH:11]=1. (6) Given the reactants [Cl:1][C:2]1[N:3]=[CH:4][C:5]2[NH:11][C:10](=[O:12])[C:9]([F:14])([F:13])[CH2:8][N:7]([CH:15]3[CH2:19][CH2:18][CH2:17][CH2:16]3)[C:6]=2[N:20]=1.CN(C)C=O.C(=O)([O-])[O-].[Cs+].[Cs+].I[CH2:33][CH2:34][CH3:35], predict the reaction product. The product is: [Cl:1][C:2]1[N:3]=[CH:4][C:5]2[N:11]([CH2:33][CH2:34][CH3:35])[C:10](=[O:12])[C:9]([F:14])([F:13])[CH2:8][N:7]([CH:15]3[CH2:19][CH2:18][CH2:17][CH2:16]3)[C:6]=2[N:20]=1. (7) Given the reactants [CH:1]1[C:13]2[CH2:12][C:11]3[C:6](=[CH:7][CH:8]=[CH:9][CH:10]=3)[C:5]=2[CH:4]=[CH:3][CH:2]=1.C(=S)=S.[C:17](Cl)([CH3:20])([CH3:19])[CH3:18].O, predict the reaction product. The product is: [C:17]([C:9]1[CH:8]=[CH:7][C:6]2[C:5]3[C:13](=[CH:1][C:2]([C:5]([CH3:6])([CH3:13])[CH3:4])=[CH:3][CH:4]=3)[CH2:12][C:11]=2[CH:10]=1)([CH3:20])([CH3:19])[CH3:18]. (8) Given the reactants [Cl:1][C:2]1[CH:7]=[CH:6][C:5]([C:8]2[CH:13]=[C:12]([CH2:14][CH3:15])[N:11]3[N:16]=[CH:17][C:18]([C:19](O)=[O:20])=[C:10]3[N:9]=2)=[CH:4][CH:3]=1.[NH2:22][C:23]1[CH:24]=[C:25]([S:29]([NH2:32])(=[O:31])=[O:30])[CH:26]=[CH:27][CH:28]=1, predict the reaction product. The product is: [S:29]([C:25]1[CH:24]=[C:23]([NH:22][C:19]([C:18]2[CH:17]=[N:16][N:11]3[C:12]([CH2:14][CH3:15])=[CH:13][C:8]([C:5]4[CH:6]=[CH:7][C:2]([Cl:1])=[CH:3][CH:4]=4)=[N:9][C:10]=23)=[O:20])[CH:28]=[CH:27][CH:26]=1)(=[O:30])(=[O:31])[NH2:32]. (9) Given the reactants [F:1][C:2]([F:15])([F:14])[C:3]1([CH2:6][CH:7](C(O)=O)[C:8]([OH:10])=[O:9])[CH2:5][CH2:4]1, predict the reaction product. The product is: [F:1][C:2]([F:14])([F:15])[C:3]1([CH2:6][CH2:7][C:8]([OH:10])=[O:9])[CH2:5][CH2:4]1. (10) Given the reactants [F:1][C:2]([F:24])([F:23])[C:3]1[CH:4]=[C:5]([C:13]2[N:17]=[CH:16][N:15](/[CH:18]=[CH:19]\[C:20]([OH:22])=O)[N:14]=2)[CH:6]=[C:7]([C:9]([F:12])([F:11])[F:10])[CH:8]=1.[NH:25]([C:27]1[CH:36]=[N:35][C:34]2[C:29](=[CH:30][CH:31]=[CH:32][CH:33]=2)[N:28]=1)[NH2:26].C(P1(=O)OP(CCC)(=O)OP(CCC)(=O)O1)CC.CCN(C(C)C)C(C)C, predict the reaction product. The product is: [F:23][C:2]([F:1])([F:24])[C:3]1[CH:4]=[C:5]([C:13]2[N:17]=[CH:16][N:15](/[CH:18]=[CH:19]\[C:20]([NH:26][NH:25][C:27]3[CH:36]=[N:35][C:34]4[C:29](=[CH:30][CH:31]=[CH:32][CH:33]=4)[N:28]=3)=[O:22])[N:14]=2)[CH:6]=[C:7]([C:9]([F:10])([F:12])[F:11])[CH:8]=1.